Dataset: Full USPTO retrosynthesis dataset with 1.9M reactions from patents (1976-2016). Task: Predict the reactants needed to synthesize the given product. (1) Given the product [CH3:16][C:6]1[C:7]([NH:8][C:9](=[O:15])[O:10][C:11]([CH3:14])([CH3:12])[CH3:13])=[C:2]([CH3:1])[N:3]=[C:4]([O:17][CH2:18][C:19]([N:21]([CH3:28])[CH:22]2[CH2:23][CH2:24][N:25]([C:35]([N:29]3[CH2:34][CH2:33][CH2:32][CH2:31][CH2:30]3)=[O:36])[CH2:26][CH2:27]2)=[O:20])[N:5]=1, predict the reactants needed to synthesize it. The reactants are: [CH3:1][C:2]1[C:7]([NH:8][C:9](=[O:15])[O:10][C:11]([CH3:14])([CH3:13])[CH3:12])=[C:6]([CH3:16])[N:5]=[C:4]([O:17][CH2:18][C:19]([N:21]([CH3:28])[CH:22]2[CH2:27][CH2:26][NH:25][CH2:24][CH2:23]2)=[O:20])[N:3]=1.[N:29]1([C:35](Cl)=[O:36])[CH2:34][CH2:33][CH2:32][CH2:31][CH2:30]1. (2) Given the product [CH3:1][O:2][C:3](=[O:19])[CH2:4][C:9]1[CH:14]=[CH:13][C:12]([N+:15]([O-:17])=[O:16])=[CH:11][C:10]=1[Cl:18], predict the reactants needed to synthesize it. The reactants are: [CH3:1][O:2][C:3](=[O:19])[CH:4]([C:9]1[CH:14]=[CH:13][C:12]([N+:15]([O-:17])=[O:16])=[CH:11][C:10]=1[Cl:18])C(OC)=O.[Cl-].[Na+].CS(C)=O.O. (3) Given the product [CH2:26]([O:28][C:29]([C:31]1[CH:32]=[C:33]2[CH:38]=[N:37][N:36]=[C:35]([NH:39][C:40]3[CH:45]=[C:44]([C:46](=[O:47])[NH:25][CH:22]4[CH2:24][CH2:23]4)[CH:43]=[CH:42][C:41]=3[O:49][CH3:50])[N:34]2[C:51]=1[CH3:52])=[O:30])[CH3:27], predict the reactants needed to synthesize it. The reactants are: C1C=CC2N(O)N=NC=2C=1.CCN=C=NCCCN(C)C.[CH:22]1([NH2:25])[CH2:24][CH2:23]1.[CH2:26]([O:28][C:29]([C:31]1[CH:32]=[C:33]2[CH:38]=[N:37][N:36]=[C:35]([NH:39][C:40]3[CH:45]=[C:44]([C:46](O)=[O:47])[CH:43]=[CH:42][C:41]=3[O:49][CH3:50])[N:34]2[C:51]=1[CH3:52])=[O:30])[CH3:27]. (4) The reactants are: [O:1]1[C:5]2[CH:6]=[CH:7][C:8]([C:10](=O)[C:11]([C:13]3[CH:18]=[CH:17][CH:16]=[C:15]([CH3:19])[N:14]=3)=O)=[CH:9][C:4]=2[O:3][CH2:2]1.[CH2:21]([C:24]1([CH:38]=O)[CH2:29][CH2:28][CH:27]([O:30][Si:31]([C:34]([CH3:37])([CH3:36])[CH3:35])([CH3:33])[CH3:32])[CH2:26][CH2:25]1)[CH:22]=[CH2:23].[CH2:40]([NH2:43])[CH:41]=[CH2:42].C([O-])(=O)C.[NH4+:48]. Given the product [CH2:40]([N:43]1[C:10]([C:8]2[CH:7]=[CH:6][C:5]3[O:1][CH2:2][O:3][C:4]=3[CH:9]=2)=[C:11]([C:13]2[CH:18]=[CH:17][CH:16]=[C:15]([CH3:19])[N:14]=2)[N:48]=[C:38]1[C:24]1([CH2:21][CH:22]=[CH2:23])[CH2:29][CH2:28][CH:27]([O:30][Si:31]([C:34]([CH3:37])([CH3:36])[CH3:35])([CH3:33])[CH3:32])[CH2:26][CH2:25]1)[CH:41]=[CH2:42], predict the reactants needed to synthesize it.